Dataset: Forward reaction prediction with 1.9M reactions from USPTO patents (1976-2016). Task: Predict the product of the given reaction. (1) Given the reactants [N:1]1([C:7](=[O:10])[CH2:8][CH3:9])[CH2:6][CH:5]=[CH:4][CH2:3][CH2:2]1.[Br:11][C:12]1[CH:13]=[N:14][CH:15]=[C:16](I)[CH:17]=1.C(N(CC)CC)C.C(O)=O, predict the reaction product. The product is: [Br:11][C:12]1[CH:17]=[C:16]([CH:4]2[CH2:3][CH2:2][N:1]([C:7](=[O:10])[CH2:8][CH3:9])[CH2:6][CH2:5]2)[CH:15]=[N:14][CH:13]=1. (2) Given the reactants [OH:1][NH:2][C:3](=[O:9])[O:4][C:5]([CH3:8])([CH3:7])[CH3:6].C(N(CC)CC)C.Cl[C:18]([O:20][CH3:21])=[O:19], predict the reaction product. The product is: [CH3:21][O:20][C:18]([O:1][NH:2][C:3]([O:4][C:5]([CH3:8])([CH3:7])[CH3:6])=[O:9])=[O:19].